The task is: Predict the reaction yield, written as a fraction of the theoretical maximum amount of product (1.0 means a 100% yield; for example, 0.34 means a 34% yield).. This data is from Reaction yield outcomes from USPTO patents with 853,638 reactions. (1) The reactants are [F:1][CH:2]([F:33])[C:3]1[N:7]([C:8]2[N:13]=[C:12]([N:14]3[CH2:19][CH2:18][O:17][CH2:16][CH2:15]3)[N:11]=[C:10]([N:20]3[CH2:25][CH2:24][CH:23]([NH2:26])[CH2:22][CH2:21]3)[N:9]=2)[C:6]2[CH:27]=[CH:28][CH:29]=[C:30]([O:31][CH3:32])[C:5]=2[N:4]=1.CCN(CC)CC.[F:41][C:42]([F:55])([F:54])[S:43](O[S:43]([C:42]([F:55])([F:54])[F:41])(=[O:45])=[O:44])(=[O:45])=[O:44].O. The catalyst is C(Cl)Cl. The product is [F:33][CH:2]([F:1])[C:3]1[N:7]([C:8]2[N:13]=[C:12]([N:14]3[CH2:19][CH2:18][O:17][CH2:16][CH2:15]3)[N:11]=[C:10]([N:20]3[CH2:25][CH2:24][CH:23]([NH:26][S:43]([C:42]([F:55])([F:54])[F:41])(=[O:45])=[O:44])[CH2:22][CH2:21]3)[N:9]=2)[C:6]2[CH:27]=[CH:28][CH:29]=[C:30]([O:31][CH3:32])[C:5]=2[N:4]=1. The yield is 0.890. (2) The reactants are [NH2:1][C@@H:2]([CH3:5])[CH2:3][OH:4].CCN(C(C)C)C(C)C.[C:15](Cl)([O:17][CH2:18][C:19]1[CH:24]=[CH:23][CH:22]=[CH:21][CH:20]=1)=[O:16]. The catalyst is C(Cl)Cl. The product is [OH:4][CH2:3][C@@H:2]([NH:1][C:15](=[O:16])[O:17][CH2:18][C:19]1[CH:24]=[CH:23][CH:22]=[CH:21][CH:20]=1)[CH3:5]. The yield is 0.710. (3) The reactants are [CH2:1]([O:8][C@H:9]1[C@H:14]([O:15][CH2:16][C:17]2[CH:22]=[CH:21][CH:20]=[CH:19][CH:18]=2)[C@@H:13]([O:23][CH2:24][C:25]2[CH:30]=[CH:29][CH:28]=[CH:27][CH:26]=2)[C@H:12]([C:31]2[CH:36]=[C:35]([CH2:37][C:38]3[CH:43]=[CH:42][C:41]([O:44][CH2:45][CH3:46])=[CH:40][CH:39]=3)[C:34]([Cl:47])=[C:33]([O:48][CH2:49][CH2:50]Cl)[C:32]=2Br)[O:11][C@@H:10]1[CH2:53][O:54][CH2:55][C:56]1[CH:61]=[CH:60][CH:59]=[CH:58][CH:57]=1)[C:2]1[CH:7]=[CH:6][CH:5]=[CH:4][CH:3]=1.C([Li])CCC. The catalyst is C1COCC1. The product is [Cl:47][C:34]1[C:33]2[O:48][CH2:49][CH2:50][C:32]=2[C:31]([C@H:12]2[C@H:13]([O:23][CH2:24][C:25]3[CH:26]=[CH:27][CH:28]=[CH:29][CH:30]=3)[C@@H:14]([O:15][CH2:16][C:17]3[CH:18]=[CH:19][CH:20]=[CH:21][CH:22]=3)[C@H:9]([O:8][CH2:1][C:2]3[CH:3]=[CH:4][CH:5]=[CH:6][CH:7]=3)[C@@H:10]([CH2:53][O:54][CH2:55][C:56]3[CH:61]=[CH:60][CH:59]=[CH:58][CH:57]=3)[O:11]2)=[CH:36][C:35]=1[CH2:37][C:38]1[CH:39]=[CH:40][C:41]([O:44][CH2:45][CH3:46])=[CH:42][CH:43]=1. The yield is 0.880. (4) The reactants are [ClH:1].[CH2:2]([O:9][C:10]1[CH:15]=[CH:14][C:13]([C@@H:16]2[CH2:18][C@H:17]2[NH:19]C(=O)OC(C)(C)C)=[CH:12][CH:11]=1)[C:3]1[CH:8]=[CH:7][CH:6]=[CH:5][CH:4]=1. The catalyst is O1CCOCC1. The product is [ClH:1].[CH2:2]([O:9][C:10]1[CH:11]=[CH:12][C:13]([C@@H:16]2[CH2:18][C@H:17]2[NH2:19])=[CH:14][CH:15]=1)[C:3]1[CH:4]=[CH:5][CH:6]=[CH:7][CH:8]=1. The yield is 0.870. (5) The reactants are Br[C:2]1[CH:3]=[C:4]([N:11]2[CH2:16][CH2:15][N:14]([CH3:17])[CH2:13][CH2:12]2)[CH:5]=[CH:6][C:7]=1[N+:8]([O-:10])=[O:9].C([O-])([O-])=O.[K+].[K+].CC1(C)C(C)(C)OB([C:32]2[CH2:33][CH2:34][O:35][CH2:36][CH:37]=2)O1. The catalyst is O1CCOCC1. The product is [O:35]1[CH2:34][CH:33]=[C:32]([C:2]2[CH:3]=[C:4]([N:11]3[CH2:16][CH2:15][N:14]([CH3:17])[CH2:13][CH2:12]3)[CH:5]=[CH:6][C:7]=2[N+:8]([O-:10])=[O:9])[CH2:37][CH2:36]1. The yield is 0.360. (6) The reactants are [CH3:1][C:2]1([CH3:20])[C:6]([CH3:8])([CH3:7])[O:5][B:4]([C:9]2[C:18]3[C:13](=[CH:14][CH:15]=[CH:16][CH:17]=3)[CH:12]=[CH:11][C:10]=2[CH3:19])[O:3]1.[Br:21]N1C(=O)CCC1=O. The catalyst is C(Cl)(Cl)(Cl)Cl.C(OOC(=O)C1C=CC=CC=1)(=O)C1C=CC=CC=1. The product is [Br:21][CH2:19][C:10]1[CH:11]=[CH:12][C:13]2[C:18](=[CH:17][CH:16]=[CH:15][CH:14]=2)[C:9]=1[B:4]1[O:3][C:2]([CH3:20])([CH3:1])[C:6]([CH3:7])([CH3:8])[O:5]1. The yield is 0.990. (7) The yield is 0.0400. The product is [O:31]=[S:30]1(=[O:32])[CH2:33][CH2:34][N:1]([C:2]2[C:14]3[C:5](=[C:6]4[C:11](=[C:12]([C:15]5[CH:16]=[N:17][CH:18]=[CH:19][CH:20]=5)[CH:13]=3)[CH:10]=[N:9][CH:8]=[CH:7]4)[N:4]([C:21]3[CH:26]=[CH:25][C:24]([F:27])=[CH:23][CH:22]=3)[N:3]=2)[CH2:29][CH2:28]1. The catalyst is O. The reactants are [NH2:1][C:2]1[C:14]2[C:5](=[C:6]3[C:11](=[C:12]([C:15]4[CH:16]=[N:17][CH:18]=[CH:19][CH:20]=4)[CH:13]=2)[CH:10]=[N:9][CH:8]=[CH:7]3)[N:4]([C:21]2[CH:26]=[CH:25][C:24]([F:27])=[CH:23][CH:22]=2)[N:3]=1.[CH:28]([S:30]([CH:33]=[CH2:34])(=[O:32])=[O:31])=[CH2:29].OP(O)(O)=O.N. (8) The reactants are [NH2:1][C@H:2]([C:10]([NH2:12])=[O:11])[CH2:3][C:4]1[CH:9]=[CH:8][CH:7]=[CH:6][CH:5]=1.[CH2:13]1[CH2:19][S:16](=[O:18])(=[O:17])[O:15][CH2:14]1. The catalyst is C(#N)C. The product is [C:10]([C@@H:2]([NH:1][CH2:14][CH2:13][CH2:19][S:16]([OH:18])(=[O:17])=[O:15])[CH2:3][C:4]1[CH:9]=[CH:8][CH:7]=[CH:6][CH:5]=1)(=[O:11])[NH2:12]. The yield is 0.830. (9) The reactants are [C:1]12([C:11]3[CH:21]=[CH:20][C:14]([O:15][CH2:16][C:17](O)=[O:18])=[C:13]([CH3:22])[CH:12]=3)[CH2:10][CH:5]3[CH2:6][CH:7]([CH2:9][CH:3]([CH2:4]3)[CH2:2]1)[CH2:8]2.[NH:23]1[CH2:28][CH2:27][O:26][CH2:25][CH2:24]1. No catalyst specified. The product is [C:1]12([C:11]3[CH:21]=[CH:20][C:14]([O:15][CH2:16][C:17]([N:23]4[CH2:28][CH2:27][O:26][CH2:25][CH2:24]4)=[O:18])=[C:13]([CH3:22])[CH:12]=3)[CH2:2][CH:3]3[CH2:9][CH:7]([CH2:6][CH:5]([CH2:4]3)[CH2:10]1)[CH2:8]2. The yield is 0.927. (10) The reactants are [CH3:1][N:2]([CH:10]1[CH2:15][CH2:14][N:13]([CH3:16])[CH2:12][CH2:11]1)[C:3]1[CH:8]=[CH:7][CH:6]=[C:5]([NH2:9])[N:4]=1.[F:17][C:18]1[CH:26]=[CH:25][C:21]([C:22]([Cl:24])=[O:23])=[CH:20][CH:19]=1. No catalyst specified. The product is [ClH:24].[F:17][C:18]1[CH:26]=[CH:25][C:21]([C:22]([NH:9][C:5]2[CH:6]=[CH:7][CH:8]=[C:3]([N:2]([CH3:1])[CH:10]3[CH2:15][CH2:14][N:13]([CH3:16])[CH2:12][CH2:11]3)[N:4]=2)=[O:23])=[CH:20][CH:19]=1. The yield is 0.900.